Dataset: Full USPTO retrosynthesis dataset with 1.9M reactions from patents (1976-2016). Task: Predict the reactants needed to synthesize the given product. (1) Given the product [CH:27]1([CH2:26][C:10]2([CH2:9][NH:8][C:6](=[O:7])[O:5][C:1]([CH3:3])([CH3:2])[CH3:4])[CH2:15][CH2:14][NH:13][CH2:12][CH2:11]2)[CH2:29][CH2:28]1, predict the reactants needed to synthesize it. The reactants are: [C:1]([O:5][C:6]([NH:8][CH2:9][C:10]1([CH2:26][CH:27]2[CH2:29][CH2:28]2)[CH2:15][CH2:14][N:13](C(OCC2C=CC=CC=2)=O)[CH2:12][CH2:11]1)=[O:7])([CH3:4])([CH3:3])[CH3:2]. (2) Given the product [CH2:32]([C:29]1[CH:28]=[C:27]([CH2:26][N:19]2[CH2:20][CH2:21][N:17]([C:12]3[CH:13]=[CH:14][CH:15]=[C:16]4[C:11]=3[CH:10]=[N:9][N:8]4[C:3]3[CH:4]=[CH:5][CH:6]=[CH:7][C:2]=3[F:1])[C:18]2=[O:22])[O:31][N:30]=1)[CH3:33], predict the reactants needed to synthesize it. The reactants are: [F:1][C:2]1[CH:7]=[CH:6][CH:5]=[CH:4][C:3]=1[N:8]1[C:16]2[C:11](=[C:12]([N:17]3[CH2:21][CH2:20][NH:19][C:18]3=[O:22])[CH:13]=[CH:14][CH:15]=2)[CH:10]=[N:9]1.[H-].[Na+].Cl[CH2:26][C:27]1[O:31][N:30]=[C:29]([CH2:32][CH3:33])[CH:28]=1.